Dataset: Forward reaction prediction with 1.9M reactions from USPTO patents (1976-2016). Task: Predict the product of the given reaction. (1) Given the reactants [CH3:1][N:2]([CH3:31])[C:3]1([C:24]2[CH:29]=[CH:28][C:27]([F:30])=[CH:26][CH:25]=2)[CH2:8][CH2:7][CH:6]([CH2:9][C:10]([NH:12][CH2:13][CH2:14][C:15]2[C:23]3[C:18](=[CH:19][CH:20]=[CH:21][CH:22]=3)[NH:17][CH:16]=2)=[O:11])[CH2:5][CH2:4]1.[ClH:32], predict the reaction product. The product is: [ClH:32].[CH3:31][N:2]([CH3:1])[C:3]1([C:24]2[CH:29]=[CH:28][C:27]([F:30])=[CH:26][CH:25]=2)[CH2:8][CH2:7][CH:6]([CH2:9][C:10]([NH:12][CH2:13][CH2:14][C:15]2[C:23]3[C:18](=[CH:19][CH:20]=[CH:21][CH:22]=3)[NH:17][CH:16]=2)=[O:11])[CH2:5][CH2:4]1. (2) Given the reactants [S:1]1(=[O:9])(=[O:8])[C:4]2([CH2:7][NH:6][CH2:5]2)[CH2:3][CH2:2]1.C(O)(C(F)(F)F)=O.[Br:17][C:18]1[CH:23]=[CH:22][C:21](I)=[CH:20][C:19]=1[CH3:25].C1CCC(P(C2C(C3C=CC=CC=3)=CC=CC=2)C2CCCCC2)CC1.C(O[Na])(C)(C)C, predict the reaction product. The product is: [Br:17][C:18]1[CH:23]=[CH:22][C:21]([N:6]2[CH2:7][C:4]3([S:1](=[O:9])(=[O:8])[CH2:2][CH2:3]3)[CH2:5]2)=[CH:20][C:19]=1[CH3:25]. (3) The product is: [Cl:37][C:23]1[S:22][C:21]([C:18]2[CH:19]=[CH:20][C:15]([C:12]3[CH:11]=[CH:10][C:9]([C:6]4([C:4]([OH:5])=[O:3])[CH2:8][CH2:7]4)=[CH:14][CH:13]=3)=[N:16][CH:17]=2)=[C:25]([NH:26][C:27]([O:29][CH:30]([C:32]2[CH:36]=[CH:35][S:34][CH:33]=2)[CH3:31])=[O:28])[CH:24]=1. Given the reactants C([O:3][C:4]([C:6]1([C:9]2[CH:14]=[CH:13][C:12]([C:15]3[CH:20]=[CH:19][C:18]([C:21]4[S:22][C:23]([Cl:37])=[CH:24][C:25]=4[NH:26][C:27]([O:29][CH:30]([C:32]4[CH:36]=[CH:35][S:34][CH:33]=4)[CH3:31])=[O:28])=[CH:17][N:16]=3)=[CH:11][CH:10]=2)[CH2:8][CH2:7]1)=[O:5])C.O1CCCC1.[OH-].[Na+].Cl, predict the reaction product. (4) Given the reactants [CH3:1][N:2]1[C:6]([C:7]2[CH:12]=[CH:11][CH:10]=[CH:9][CH:8]=2)=[C:5]([CH3:13])[S:4][C:3]1=S.C1(C)C=CC(S(OC)(=O)=O)=CC=1.C1(OC)C=CC=CC=1.[CH2:35]([N:42]1[C:46](=[O:47])[CH2:45][S:44][C:43]1=[N:48][C:49]1[CH:50]=[C:51]([CH:54]=[CH:55][C:56]=1[NH:57][CH2:58][CH3:59])[C:52]#[N:53])[C:36]1[CH:41]=[CH:40][CH:39]=[CH:38][CH:37]=1, predict the reaction product. The product is: [CH2:35]([N:42]1[C:46](=[O:47])[C:45](=[C:3]2[N:2]([CH3:1])[C:6]([C:7]3[CH:12]=[CH:11][CH:10]=[CH:9][CH:8]=3)=[C:5]([CH3:13])[S:4]2)[S:44][C:43]1=[N:48][C:49]1[CH:50]=[C:51]([CH:54]=[CH:55][C:56]=1[NH:57][CH2:58][CH3:59])[C:52]#[N:53])[C:36]1[CH:41]=[CH:40][CH:39]=[CH:38][CH:37]=1.